From a dataset of hERG Central: cardiac toxicity at 1µM, 10µM, and general inhibition. Predict hERG channel inhibition at various concentrations. (1) The drug is O=S(=O)(c1ccc(F)c(F)c1)N1CCN(Cc2ccc3c(c2)OCO3)CC1. Results: hERG_inhib (hERG inhibition (general)): blocker. (2) The drug is COc1ccc(C2C=C(c3ccccc3)Nc3nc(CCCO)nn32)cc1. Results: hERG_inhib (hERG inhibition (general)): blocker. (3) The compound is OC(COc1ccccc1)CN1CCN(C(c2ccccc2)c2ccccc2)CC1. Results: hERG_inhib (hERG inhibition (general)): blocker. (4) The drug is COc1ccc(CN2CCN(c3ccccc3OC)CC2)c(OC)c1.O=C(O)C(=O)O. Results: hERG_inhib (hERG inhibition (general)): blocker. (5) The drug is Cc1ccc(NC(=O)CCN2CCC(Cc3ccccc3)CC2)cc1. Results: hERG_inhib (hERG inhibition (general)): blocker. (6) The compound is COc1ccc(C)cc1Nc1n[n+](-c2ccccc2)c(-c2c(Cl)cccc2Cl)s1.[Cl-]. Results: hERG_inhib (hERG inhibition (general)): blocker. (7) The drug is Cc1cccc2cc(COC(=O)C(C)C)c(=O)[nH]c12. Results: hERG_inhib (hERG inhibition (general)): blocker.